Dataset: Catalyst prediction with 721,799 reactions and 888 catalyst types from USPTO. Task: Predict which catalyst facilitates the given reaction. (1) Reactant: F[C:2]1[CH:20]=[CH:19][C:5]([C:6]([N:8]([CH2:14][C:15]([F:18])([F:17])[F:16])[CH2:9][C:10]([F:13])([F:12])[F:11])=[O:7])=[CH:4][C:3]=1[N+:21]([O-:23])=[O:22].[CH:24]1([CH2:30][NH2:31])[CH2:29][CH2:28][CH2:27][CH2:26][CH2:25]1. Product: [CH:24]1([CH2:30][NH:31][C:2]2[CH:20]=[CH:19][C:5]([C:6]([N:8]([CH2:14][C:15]([F:17])([F:16])[F:18])[CH2:9][C:10]([F:12])([F:13])[F:11])=[O:7])=[CH:4][C:3]=2[N+:21]([O-:23])=[O:22])[CH2:29][CH2:28][CH2:27][CH2:26][CH2:25]1. The catalyst class is: 14. (2) Reactant: O=[C:2]([C:6]1[CH:11]=[CH:10][C:9]([Cl:12])=[CH:8][CH:7]=1)[C:3]([NH2:5])=[S:4].C([O-])(=O)C.[NH4+:17].[C:18]1(=O)[CH2:23][CH2:22][CH2:21][CH2:20][CH2:19]1. Product: [Cl:12][C:9]1[CH:10]=[CH:11][C:6]([C:2]2[C:3](=[S:4])[NH:5][C:18]3([CH2:23][CH2:22][CH2:21][CH2:20][CH2:19]3)[N:17]=2)=[CH:7][CH:8]=1. The catalyst class is: 41. (3) Reactant: [H-].[Na+].[CH3:3][C:4]1[O:8][N:7]=[C:6]([CH2:9][OH:10])[CH:5]=1.F[C:12]1[CH:19]=[CH:18][CH:17]=[C:16](F)[C:13]=1[C:14]#[N:15].O. Product: [CH3:3][C:4]1[O:8][N:7]=[C:6]([CH2:9][O:10][C:12]2[CH:19]=[CH:18][CH:17]=[CH:16][C:13]=2[C:14]#[N:15])[CH:5]=1. The catalyst class is: 3. (4) The catalyst class is: 1. Reactant: CCOC(/N=N/C(OCC)=O)=O.C1(P(C2C=CC=CC=2)C2C=CC=CC=2)C=CC=CC=1.[Br:32][C:33]1[CH:34]=[N:35][NH:36][CH:37]=1.[C:38]([O:42][C:43](=[O:49])[N:44]([CH2:46][CH2:47]O)[CH3:45])([CH3:41])([CH3:40])[CH3:39]. Product: [C:38]([O:42][C:43](=[O:49])[N:44]([CH2:46][CH2:47][N:35]1[CH:34]=[C:33]([Br:32])[CH:37]=[N:36]1)[CH3:45])([CH3:41])([CH3:40])[CH3:39]. (5) Product: [Cl:1][C:2]1[C:3]([CH2:8][OH:9])=[N:4][CH:5]=[CH:6][N:7]=1. The catalyst class is: 20. Reactant: [Cl:1][C:2]1[C:3]([C:8](O)=[O:9])=[N:4][CH:5]=[CH:6][N:7]=1.ClC(OC)=O.[BH4-].[Na+]. (6) Reactant: OC(C(F)(F)F)=O.[NH2:8][C@H:9]([CH2:31][C:32]1[CH:37]=[CH:36][C:35]([Cl:38])=[CH:34][CH:33]=1)[C:10]([NH:12][N:13]1[CH2:17][CH2:16][C@H:15]([N:18]([CH:25]2[CH2:30][CH2:29][CH2:28][CH2:27][CH2:26]2)[C:19](=[O:24])[C@H:20]([CH3:23])[CH2:21][OH:22])[CH2:14]1)=[O:11]. Product: [ClH:38].[NH2:8][C@H:9]([CH2:31][C:32]1[CH:33]=[CH:34][C:35]([Cl:38])=[CH:36][CH:37]=1)[C:10]([NH:12][N:13]1[CH2:17][CH2:16][C@H:15]([N:18]([CH:25]2[CH2:30][CH2:29][CH2:28][CH2:27][CH2:26]2)[C:19](=[O:24])[C@H:20]([CH3:23])[CH2:21][OH:22])[CH2:14]1)=[O:11]. The catalyst class is: 5. (7) Reactant: [F:1][C:2]1[CH:7]=[CH:6][CH:5]=[C:4]([F:8])[C:3]=1[C:9]1[CH:10]=[C:11]2[C:15](=[CH:16][CH:17]=1)[N:14](C1CCCCO1)[N:13]=[C:12]2[C:24]1[CH:29]=[CH:28][N:27]=[C:26]([NH:30][C@@H:31]2[CH2:36][CH2:35][CH2:34][N:33](C(OC(C)(C)C)=O)[CH2:32]2)[N:25]=1.C(OC(C)=O)C.Cl. Product: [F:8][C:4]1[CH:5]=[CH:6][CH:7]=[C:2]([F:1])[C:3]=1[C:9]1[CH:10]=[C:11]2[C:15](=[CH:16][CH:17]=1)[NH:14][N:13]=[C:12]2[C:24]1[CH:29]=[CH:28][N:27]=[C:26]([NH:30][C@@H:31]2[CH2:36][CH2:35][CH2:34][NH:33][CH2:32]2)[N:25]=1. The catalyst class is: 25. (8) Reactant: C([O:3][C:4](=[O:34])[CH:5]([C:10]1[CH:11]=[C:12]([C:24]2[CH:29]=[CH:28][C:27]([C:30]([F:33])([F:32])[F:31])=[CH:26][CH:25]=2)[CH:13]=[C:14]([N:16]2[CH2:21][CH2:20][CH2:19][CH2:18][CH:17]2[CH2:22][CH3:23])[CH:15]=1)[CH2:6][CH:7]([CH3:9])[CH3:8])C.[OH-].[Na+]. Product: [CH2:22]([CH:17]1[CH2:18][CH2:19][CH2:20][CH2:21][N:16]1[C:14]1[CH:15]=[C:10]([CH:5]([CH2:6][CH:7]([CH3:8])[CH3:9])[C:4]([OH:34])=[O:3])[CH:11]=[C:12]([C:24]2[CH:29]=[CH:28][C:27]([C:30]([F:31])([F:32])[F:33])=[CH:26][CH:25]=2)[CH:13]=1)[CH3:23]. The catalyst class is: 5. (9) Reactant: C([O:3][C:4]([CH:6]1[CH2:11][CH2:10][CH2:9][N:8]([C:12]2[CH:17]=[CH:16][C:15]([N+:18]([O-:20])=[O:19])=[C:14]([NH:21][CH2:22][C:23]3[CH:28]=[CH:27][CH:26]=[CH:25][CH:24]=3)[CH:13]=2)[CH2:7]1)=[O:5])C.[OH-].[Li+]. Product: [CH2:22]([NH:21][C:14]1[CH:13]=[C:12]([N:8]2[CH2:9][CH2:10][CH2:11][CH:6]([C:4]([OH:5])=[O:3])[CH2:7]2)[CH:17]=[CH:16][C:15]=1[N+:18]([O-:20])=[O:19])[C:23]1[CH:24]=[CH:25][CH:26]=[CH:27][CH:28]=1. The catalyst class is: 20.